This data is from Forward reaction prediction with 1.9M reactions from USPTO patents (1976-2016). The task is: Predict the product of the given reaction. (1) Given the reactants [CH3:1][S:2]([N:5]1[CH2:14][CH2:13][C:12]2[C:7](=[CH:8][CH:9]=[C:10]([OH:15])[CH:11]=2)[CH2:6]1)(=[O:4])=[O:3].CS(O[CH2:21][CH2:22][CH2:23][CH:24]1[CH2:29][CH2:28][N:27]([C:30]([O:32][C:33]([CH3:36])([CH3:35])[CH3:34])=[O:31])[CH2:26][CH2:25]1)(=O)=O.C([O-])([O-])=O.[Cs+].[Cs+], predict the reaction product. The product is: [CH3:1][S:2]([N:5]1[CH2:14][CH2:13][C:12]2[C:7](=[CH:8][CH:9]=[C:10]([O:15][CH2:21][CH2:22][CH2:23][CH:24]3[CH2:29][CH2:28][N:27]([C:30]([O:32][C:33]([CH3:34])([CH3:36])[CH3:35])=[O:31])[CH2:26][CH2:25]3)[CH:11]=2)[CH2:6]1)(=[O:4])=[O:3]. (2) Given the reactants [Cl:1][C:2]1[N:7]=[CH:6][N:5]=[C:4]([NH:8][C:9]2[CH:14]=[CH:13][C:12]([Cl:15])=[CH:11][CH:10]=2)[CH:3]=1.[CH3:16][NH:17][S:18]([C:21]1[CH:29]=[C:28]2[C:24]([CH2:25][CH2:26][NH:27]2)=[CH:23][CH:22]=1)(=[O:20])=[O:19], predict the reaction product. The product is: [ClH:1].[Cl:15][C:12]1[CH:13]=[CH:14][C:9]([NH:8][C:4]2[N:5]=[CH:6][N:7]=[C:2]([N:27]3[C:28]4[C:24](=[CH:23][CH:22]=[C:21]([S:18]([NH:17][CH3:16])(=[O:19])=[O:20])[CH:29]=4)[CH2:25][CH2:26]3)[CH:3]=2)=[CH:10][CH:11]=1. (3) Given the reactants [F:1][C:2]([F:25])([F:24])[C:3]1[CH:23]=[CH:22][C:6]([CH2:7][CH:8]2[CH2:13][CH:12]([C:14]([O:16]C)=[O:15])[CH2:11][CH2:10][N:9]2[C:18]([O:20][CH3:21])=[O:19])=[CH:5][CH:4]=1.[Br-].[Li+].C(N(CC)CC)C.CC(OC)(C)C, predict the reaction product. The product is: [CH3:21][O:20][C:18]([N:9]1[CH2:10][CH2:11][CH:12]([C:14]([OH:16])=[O:15])[CH2:13][CH:8]1[CH2:7][C:6]1[CH:5]=[CH:4][C:3]([C:2]([F:25])([F:24])[F:1])=[CH:23][CH:22]=1)=[O:19]. (4) Given the reactants [CH2:1]([O:3][C:4]1[N:8]([C:9]2[C:17]3[O:16][CH2:15][C@@H:14]([NH:18][C:19]4[CH:31]=[CH:30][C:22]5[C@H:23]([CH2:26][C:27]([OH:29])=[O:28])[CH2:24][O:25][C:21]=5[CH:20]=4)[C:13]=3[CH:12]=[CH:11][CH:10]=2)[C:7]2[CH:32]=[C:33]([F:36])[CH:34]=[CH:35][C:6]=2[N:5]=1)[CH3:2].[OH-].[Na+:38], predict the reaction product. The product is: [CH2:1]([O:3][C:4]1[N:8]([C:9]2[C:17]3[O:16][CH2:15][C@@H:14]([NH:18][C:19]4[CH:31]=[CH:30][C:22]5[C@H:23]([CH2:26][C:27]([O-:29])=[O:28])[CH2:24][O:25][C:21]=5[CH:20]=4)[C:13]=3[CH:12]=[CH:11][CH:10]=2)[C:7]2[CH:32]=[C:33]([F:36])[CH:34]=[CH:35][C:6]=2[N:5]=1)[CH3:2].[Na+:38]. (5) Given the reactants [CH3:1][O:2][C:3]([C:5]1[CH:14]=[C:13]([OH:15])[C:12]2[C:7](=[CH:8][C:9]([Cl:17])=[CH:10][C:11]=2[Cl:16])[CH:6]=1)=[O:4].[C:18]([O:22][C:23](=[O:37])[CH2:24][O:25][C:26]1[CH:31]=[CH:30][C:29]([NH:32][C:33](=[O:36])[CH2:34]Cl)=[CH:28][CH:27]=1)([CH3:21])([CH3:20])[CH3:19], predict the reaction product. The product is: [CH3:1][O:2][C:3]([C:5]1[CH:14]=[C:13]([O:15][CH2:34][C:33](=[O:36])[NH:32][C:29]2[CH:28]=[CH:27][C:26]([O:25][CH2:24][C:23]([O:22][C:18]([CH3:21])([CH3:20])[CH3:19])=[O:37])=[CH:31][CH:30]=2)[C:12]2[C:7](=[CH:8][C:9]([Cl:17])=[CH:10][C:11]=2[Cl:16])[CH:6]=1)=[O:4]. (6) Given the reactants CC1(C)C(C)(C)OB([C:9]2[CH:10]=[C:11]([B:15]3[NH:26][C:25]4[C:27]5[C:21]([CH:22]=[CH:23][CH:24]=4)=[CH:20][CH:19]=[CH:18][C:17]=5[NH:16]3)[CH:12]=[CH:13][CH:14]=2)O1.Cl[C:30]1[C:31]2[N:38]=[CH:37][N:36]([CH2:39][CH3:40])[C:32]=2[N:33]=[N:34][CH:35]=1.C(=O)([O-])[O-].[Cs+].[Cs+], predict the reaction product. The product is: [CH2:39]([N:36]1[C:32]2[N:33]=[N:34][CH:35]=[C:30]([C:9]3[CH:10]=[C:11]([B:15]4[NH:26][C:25]5[C:27]6[C:21]([CH:22]=[CH:23][CH:24]=5)=[CH:20][CH:19]=[CH:18][C:17]=6[NH:16]4)[CH:12]=[CH:13][CH:14]=3)[C:31]=2[N:38]=[CH:37]1)[CH3:40]. (7) The product is: [N:19]1([CH2:18][CH2:17][O:16][C:13]2[CH:14]=[CH:15][C:9]3[O:8][C:7]([CH:5]=[O:6])=[CH:11][C:10]=3[CH:12]=2)[CH2:24][CH2:23][O:22][CH2:21][CH2:20]1. Given the reactants COCN[C:5]([C:7]1[O:8][C:9]2[CH:15]=[CH:14][C:13]([O:16][CH2:17][CH2:18][N:19]3[CH2:24][CH2:23][O:22][CH2:21][CH2:20]3)=[CH:12][C:10]=2[CH:11]=1)=[O:6].[H-].[H-].[H-].[H-].[Li+].[Al+3], predict the reaction product. (8) Given the reactants [CH:1]1([CH:4]([C:11]2[CH:16]=[CH:15][CH:14]=[C:13]([CH2:17][O:18][C:19]3[CH:20]=[N:21][C:22](OS(C(F)(F)F)(=O)=O)=[C:23]([CH2:25][C:26]([CH3:29])([CH3:28])[CH3:27])[CH:24]=3)[CH:12]=2)[CH2:5][C:6]([O:8][CH2:9][CH3:10])=[O:7])[CH2:3][CH2:2]1.F[C:39]1[CH:44]=[CH:43][C:42]([O:45][CH3:46])=C[C:40]=1B(O)O.C(=O)([O-])[O-].[Na+].[Na+].O.C[N:58](C=O)C, predict the reaction product. The product is: [CH:1]1([CH:4]([C:11]2[CH:16]=[CH:15][CH:14]=[C:13]([CH2:17][O:18][C:19]3[CH:24]=[C:23]([CH2:25][C:26]([CH3:27])([CH3:28])[CH3:29])[C:22]([C:44]4[CH:39]=[CH:40][N:58]=[C:42]([O:45][CH3:46])[CH:43]=4)=[N:21][CH:20]=3)[CH:12]=2)[CH2:5][C:6]([O:8][CH2:9][CH3:10])=[O:7])[CH2:2][CH2:3]1. (9) Given the reactants [F:1][C:2]1[CH:7]=[CH:6][CH:5]=[CH:4][C:3]=1[N:8]1[C:12]([C:13]2[N:14]=[CH:15][NH:16][CH:17]=2)=[C:11]([CH3:18])[N:10]=[N:9]1.F[C:20]1[CH:29]=[CH:28][C:23]([C:24]([O:26][CH3:27])=[O:25])=[CH:22][CH:21]=1.C(=O)([O-])[O-].[K+].[K+].O, predict the reaction product. The product is: [F:1][C:2]1[CH:7]=[CH:6][CH:5]=[CH:4][C:3]=1[N:8]1[C:12]([C:13]2[N:14]=[CH:15][N:16]([C:20]3[CH:29]=[CH:28][C:23]([C:24]([O:26][CH3:27])=[O:25])=[CH:22][CH:21]=3)[CH:17]=2)=[C:11]([CH3:18])[N:10]=[N:9]1.